This data is from Forward reaction prediction with 1.9M reactions from USPTO patents (1976-2016). The task is: Predict the product of the given reaction. (1) Given the reactants [Cl:1][C:2]1[C:7]2[S:8][C:9]([C:11]3[C:16]([Cl:17])=[CH:15][C:14](I)=[CH:13][C:12]=3[Cl:19])=[N:10][C:6]=2[CH:5]=[CH:4][N:3]=1.[CH:20]1(B(O)O)[CH2:22][CH2:21]1.P(C1CCCCC1)(C1CCCCC1)C1CCCCC1.[O-]P([O-])([O-])=O.[K+].[K+].[K+], predict the reaction product. The product is: [Cl:1][C:2]1[C:7]2[S:8][C:9]([C:11]3[C:16]([Cl:17])=[CH:15][C:14]([CH:20]4[CH2:22][CH2:21]4)=[CH:13][C:12]=3[Cl:19])=[N:10][C:6]=2[CH:5]=[CH:4][N:3]=1. (2) Given the reactants [Cl:1][C:2]1[CH:31]=[CH:30][C:5]([CH2:6][N:7]2[C:15]3[C:10](=[CH:11][C:12](/[CH:16]=[C:17]4/[C:18](=[O:29])[N:19]([N:23]5[CH2:28][CH2:27][NH:26][CH2:25][CH2:24]5)[C:20](=[O:22])[S:21]/4)=[CH:13][CH:14]=3)[CH:9]=[N:8]2)=[C:4]([C:32]([F:35])([F:34])[F:33])[CH:3]=1.Br[CH2:37][C:38]([NH2:40])=[O:39], predict the reaction product. The product is: [Cl:1][C:2]1[CH:31]=[CH:30][C:5]([CH2:6][N:7]2[C:15]3[C:10](=[CH:11][C:12](/[CH:16]=[C:17]4/[C:18](=[O:29])[N:19]([N:23]5[CH2:24][CH2:25][N:26]([CH2:37][C:38]([NH2:40])=[O:39])[CH2:27][CH2:28]5)[C:20](=[O:22])[S:21]/4)=[CH:13][CH:14]=3)[CH:9]=[N:8]2)=[C:4]([C:32]([F:35])([F:34])[F:33])[CH:3]=1.